Dataset: Reaction yield outcomes from USPTO patents with 853,638 reactions. Task: Predict the reaction yield, written as a fraction of the theoretical maximum amount of product (1.0 means a 100% yield; for example, 0.34 means a 34% yield). (1) The reactants are [BH4-].[Na+].CO.[CH3:5][O:6][C:7](=[O:32])[CH2:8][O:9][CH2:10][CH2:11][CH2:12][CH2:13][N:14]1[C@@H:19](/[CH:20]=[CH:21]/[C:22](=[O:30])[CH2:23][C:24]2[CH:29]=[CH:28][CH:27]=[CH:26][CH:25]=2)[CH2:18][CH2:17][CH2:16][C:15]1=[O:31]. The catalyst is C(Cl)Cl. The product is [CH3:5][O:6][C:7](=[O:32])[CH2:8][O:9][CH2:10][CH2:11][CH2:12][CH2:13][N:14]1[C:15](=[O:31])[CH2:16][CH2:17][CH2:18][C@@H:19]1/[CH:20]=[CH:21]/[CH:22]([OH:30])[CH2:23][C:24]1[CH:29]=[CH:28][CH:27]=[CH:26][CH:25]=1. The yield is 0.780. (2) The reactants are [C:1]([C:3]1[C:11]2[C:6](=[CH:7][C:8]([OH:12])=[CH:9][CH:10]=2)[N:5]([CH:13]2[CH2:16][CH2:15][CH2:14]2)[C:4]=1[C:17]1[CH:22]=[CH:21][C:20]([NH:23][C:24]([NH:26][CH:27]([CH3:29])[CH3:28])=[O:25])=[CH:19][CH:18]=1)#[N:2].C([O-])([O-])=O.[K+].[K+].Br[CH2:37][CH2:38][CH2:39][Cl:40]. The catalyst is C(#N)C. The product is [Cl:40][CH2:39][CH2:38][CH2:37][O:12][C:8]1[CH:7]=[C:6]2[C:11]([C:3]([C:1]#[N:2])=[C:4]([C:17]3[CH:18]=[CH:19][C:20]([NH:23][C:24]([NH:26][CH:27]([CH3:29])[CH3:28])=[O:25])=[CH:21][CH:22]=3)[N:5]2[CH:13]2[CH2:14][CH2:15][CH2:16]2)=[CH:10][CH:9]=1. The yield is 0.860. (3) The reactants are [CH2:1]([NH:3][C:4]([NH:6][C:7]1[S:8][C:9]2[C:15]3[N:16]=[C:17]([C:19]4[CH:20]=[N:21][CH:22]=[CH:23][CH:24]=4)[S:18][C:14]=3[CH2:13][CH2:12][C:10]=2[N:11]=1)=[O:5])[CH3:2].C(C1C(=O)C(Cl)=C(Cl)C(=O)C=1C#N)#N. The catalyst is C1(C)C=CC=CC=1. The product is [CH2:1]([NH:3][C:4]([NH:6][C:7]1[S:8][C:9]2[C:15]3[N:16]=[C:17]([C:19]4[CH:20]=[N:21][CH:22]=[CH:23][CH:24]=4)[S:18][C:14]=3[CH:13]=[CH:12][C:10]=2[N:11]=1)=[O:5])[CH3:2]. The yield is 0.300.